From a dataset of Forward reaction prediction with 1.9M reactions from USPTO patents (1976-2016). Predict the product of the given reaction. (1) Given the reactants [NH2:1][CH2:2][CH2:3][CH2:4][N:5]1[CH2:10][CH2:9][CH:8]([C:11]2[CH:12]=[C:13]([NH:17][C:18](=[O:22])[CH:19]([CH3:21])[CH3:20])[CH:14]=[CH:15][CH:16]=2)[CH2:7][CH2:6]1.[O:23]1[CH:27]=[CH:26][CH:25]=[C:24]1[C:28](Cl)=[O:29], predict the reaction product. The product is: [C:18]([NH:17][C:13]1[CH:12]=[C:11]([CH:8]2[CH2:9][CH2:10][N:5]([CH2:4][CH2:3][C@H:2]([NH:1][C:28]([C:24]3[O:23][CH:27]=[CH:26][CH:25]=3)=[O:29])[C:11]3[CH:12]=[CH:13][CH:14]=[CH:15][CH:16]=3)[CH2:6][CH2:7]2)[CH:16]=[CH:15][CH:14]=1)(=[O:22])[CH:19]([CH3:20])[CH3:21]. (2) Given the reactants [CH3:1][O:2][C:3]1[CH:8]=[C:7]([CH3:9])OC(=O)[CH:4]=1.[CH3:11][O:12][C:13]([C:15]#[C:16][C:17]([O:19][CH3:20])=[O:18])=[O:14], predict the reaction product. The product is: [CH3:11][O:12][C:13](=[O:14])[C:15]1[C:16](=[C:7]([CH3:9])[CH:8]=[C:3]([O:2][CH3:1])[CH:4]=1)[C:17]([O:19][CH3:20])=[O:18]. (3) Given the reactants [Cl:1][C:2]1[C:3]([N:13]2[CH2:18][CH2:17][NH:16][CH2:15][CH2:14]2)=[N:4][CH:5]=[C:6]([CH:12]=1)[C:7]([O:9][CH2:10][CH3:11])=[O:8].[N:19]([C:22]1[CH:27]=[CH:26][C:25]([S:28][CH3:29])=[CH:24][CH:23]=1)=[C:20]=[O:21], predict the reaction product. The product is: [Cl:1][C:2]1[C:3]([N:13]2[CH2:18][CH2:17][N:16]([C:20]([NH:19][C:22]3[CH:27]=[CH:26][C:25]([S:28][CH3:29])=[CH:24][CH:23]=3)=[O:21])[CH2:15][CH2:14]2)=[N:4][CH:5]=[C:6]([CH:12]=1)[C:7]([O:9][CH2:10][CH3:11])=[O:8]. (4) The product is: [Cl:22][C:19]1[CH:18]=[C:17]2[C:16](=[CH:21][CH:20]=1)[CH2:15][N:12]([S:9]([C:6]1[CH:5]=[CH:4][C:3]([CH3:13])=[CH:8][CH:7]=1)(=[O:10])=[O:11])[CH2:23]2. Given the reactants [H-].[Na+].[C:3]1([CH3:13])[CH:8]=[CH:7][C:6]([S:9]([NH2:12])(=[O:11])=[O:10])=[CH:5][CH:4]=1.Br[CH2:15][C:16]1[CH:21]=[CH:20][C:19]([Cl:22])=[CH:18][C:17]=1[CH2:23]Br, predict the reaction product. (5) Given the reactants [N+:1]([CH2:4][CH:5]([C:7]1[CH:12]=[CH:11][C:10]([O:13][C:14]2[CH:19]=[CH:18][CH:17]=[CH:16][CH:15]=2)=[CH:9][CH:8]=1)[O-])([O-:3])=[O:2].[Na+].C(OC(=O)C)(=O)C.C(N(CC)CC)C, predict the reaction product. The product is: [N+:1](/[CH:4]=[CH:5]/[C:7]1[CH:12]=[CH:11][C:10]([O:13][C:14]2[CH:19]=[CH:18][CH:17]=[CH:16][CH:15]=2)=[CH:9][CH:8]=1)([O-:3])=[O:2]. (6) Given the reactants [Cl:1][C:2]1[C:7]([C:8]2([F:12])[CH2:11][O:10][CH2:9]2)=[CH:6][N:5]=[C:4]([C:13]#[N:14])[CH:3]=1.Cl.[NH2:16][OH:17].C(N(CC)CC)C, predict the reaction product. The product is: [Cl:1][C:2]1[C:7]([C:8]2([F:12])[CH2:11][O:10][CH2:9]2)=[CH:6][N:5]=[C:4]([C:13](=[N:16][OH:17])[NH2:14])[CH:3]=1. (7) Given the reactants [O:1]=[C:2]1[N:11]([CH2:12][CH:13]=C)[C:10]2[N:9]=[C:8]([C:15]#[N:16])[CH:7]=[CH:6][C:5]=2[CH:4]=[CH:3]1.I([O-])(=O)(=O)=[O:18].[Na+], predict the reaction product. The product is: [O:1]=[C:2]1[N:11]([CH2:12][CH:13]=[O:18])[C:10]2[N:9]=[C:8]([C:15]#[N:16])[CH:7]=[CH:6][C:5]=2[CH:4]=[CH:3]1.